From a dataset of Forward reaction prediction with 1.9M reactions from USPTO patents (1976-2016). Predict the product of the given reaction. (1) Given the reactants Cl.Cl.[CH2:3]([O:5][C:6](=[O:30])[CH2:7][C:8]1[CH:13]=[CH:12][C:11]([O:14][CH3:15])=[C:10]([C:16]2[C:17]([CH2:26][NH:27][CH2:28][CH3:29])=[N:18][C:19]3[C:24]([CH:25]=2)=[CH:23][CH:22]=[CH:21][CH:20]=3)[CH:9]=1)[CH3:4].[CH:31]1([C:34](Cl)=[O:35])[CH2:33][CH2:32]1, predict the reaction product. The product is: [CH2:3]([O:5][C:6](=[O:30])[CH2:7][C:8]1[CH:13]=[CH:12][C:11]([O:14][CH3:15])=[C:10]([C:16]2[C:17]([CH2:26][N:27]([C:34]([CH:31]3[CH2:33][CH2:32]3)=[O:35])[CH2:28][CH3:29])=[N:18][C:19]3[C:24]([CH:25]=2)=[CH:23][CH:22]=[CH:21][CH:20]=3)[CH:9]=1)[CH3:4]. (2) Given the reactants [Cl:1][C:2]1[CH:25]=[CH:24][C:5]([CH2:6][N:7]2[C:15]3[C:10](=[CH:11][C:12](/[CH:16]=[C:17]4/[C:18](=[O:23])[NH:19][C:20](=[O:22])[S:21]/4)=[CH:13][CH:14]=3)[CH:9]=[N:8]2)=[C:4]([C:26]([F:29])([F:28])[F:27])[CH:3]=1.Br[CH2:31][C:32]1[CH:41]=[CH:40][CH:39]=[CH:38][C:33]=1[C:34]([O:36][CH3:37])=[O:35], predict the reaction product. The product is: [CH3:37][O:36][C:34](=[O:35])[C:33]1[CH:38]=[CH:39][CH:40]=[CH:41][C:32]=1[CH2:31][N:19]1[C:18](=[O:23])/[C:17](=[CH:16]/[C:12]2[CH:11]=[C:10]3[C:15](=[CH:14][CH:13]=2)[N:7]([CH2:6][C:5]2[CH:24]=[CH:25][C:2]([Cl:1])=[CH:3][C:4]=2[C:26]([F:27])([F:29])[F:28])[N:8]=[CH:9]3)/[S:21][C:20]1=[O:22]. (3) Given the reactants C(OC([N:8]1[CH2:14][CH2:13][C:12]2[CH:15]=[C:16]([NH:21][S:22]([C:25]3[CH:30]=[CH:29][C:28]([N+:31]([O-:33])=[O:32])=[CH:27][CH:26]=3)(=[O:24])=[O:23])[C:17]([O:19][CH3:20])=[CH:18][C:11]=2[CH2:10][CH2:9]1)=O)(C)(C)C.Cl, predict the reaction product. The product is: [CH3:20][O:19][C:17]1[C:16]([NH:21][S:22]([C:25]2[CH:30]=[CH:29][C:28]([N+:31]([O-:33])=[O:32])=[CH:27][CH:26]=2)(=[O:24])=[O:23])=[CH:15][C:12]2[CH2:13][CH2:14][NH:8][CH2:9][CH2:10][C:11]=2[CH:18]=1. (4) Given the reactants [CH3:1][O:2][C:3]([NH:5][C@H:6]([C:20]([NH:22][CH2:23][CH2:24][C:25]([F:47])([F:46])[CH2:26][C@@H:27]([C:41]([O:43][CH2:44][CH3:45])=[O:42])[NH:28][S:29]([C:32]1[CH:37]=[CH:36][C:35]([N+:38]([O-:40])=[O:39])=[CH:34][CH:33]=1)(=[O:31])=[O:30])=[O:21])[CH:7]([C:14]1[CH:19]=[CH:18][CH:17]=[CH:16][CH:15]=1)[C:8]1[CH:13]=[CH:12][CH:11]=[CH:10][CH:9]=1)=[O:4].[CH3:48][CH:49](O)[CH3:50].C1C=CC(P(C2C=CC=CC=2)C2C=CC=CC=2)=CC=1.N(C(OC(C)C)=O)=NC(OC(C)C)=O, predict the reaction product. The product is: [CH3:1][O:2][C:3]([NH:5][C@H:6]([C:20]([NH:22][CH2:23][CH2:24][C:25]([F:47])([F:46])[CH2:26][C@@H:27]([C:41]([O:43][CH2:44][CH3:45])=[O:42])[N:28]([S:29]([C:32]1[CH:37]=[CH:36][C:35]([N+:38]([O-:40])=[O:39])=[CH:34][CH:33]=1)(=[O:30])=[O:31])[CH:49]([CH3:50])[CH3:48])=[O:21])[CH:7]([C:14]1[CH:19]=[CH:18][CH:17]=[CH:16][CH:15]=1)[C:8]1[CH:9]=[CH:10][CH:11]=[CH:12][CH:13]=1)=[O:4]. (5) Given the reactants [Cl:1][C:2]1[CH:9]=[C:8]([N:10]2[C:14]([CH3:15])=[C:13]([CH2:16][C:17]3[CH:22]=[CH:21][C:20]([C:23]([N:25]4[CH2:30][CH2:29][C:28](=[O:31])[CH2:27][CH2:26]4)=[O:24])=[CH:19][CH:18]=3)[C:12]([CH3:32])=[N:11]2)[CH:7]=[CH:6][C:3]=1[C:4]#[N:5].[CH3:33][Mg]Br.[Cl-].[NH4+], predict the reaction product. The product is: [Cl:1][C:2]1[CH:9]=[C:8]([N:10]2[C:14]([CH3:15])=[C:13]([CH2:16][C:17]3[CH:18]=[CH:19][C:20]([C:23]([N:25]4[CH2:30][CH2:29][C:28]([OH:31])([CH3:33])[CH2:27][CH2:26]4)=[O:24])=[CH:21][CH:22]=3)[C:12]([CH3:32])=[N:11]2)[CH:7]=[CH:6][C:3]=1[C:4]#[N:5].